This data is from Catalyst prediction with 721,799 reactions and 888 catalyst types from USPTO. The task is: Predict which catalyst facilitates the given reaction. Reactant: [CH3:1][S-:2].[Na+].Cl[C:5]1[CH:10]=[C:9]([Sn:11]([CH2:20][CH2:21][CH2:22][CH3:23])([CH2:16][CH2:17][CH2:18][CH3:19])[CH2:12][CH2:13][CH2:14][CH3:15])[N:8]=[C:7]([CH3:24])[N:6]=1. Product: [CH3:24][C:7]1[N:6]=[C:5]([S:2][CH3:1])[CH:10]=[C:9]([Sn:11]([CH2:20][CH2:21][CH2:22][CH3:23])([CH2:16][CH2:17][CH2:18][CH3:19])[CH2:12][CH2:13][CH2:14][CH3:15])[N:8]=1. The catalyst class is: 30.